Dataset: Full USPTO retrosynthesis dataset with 1.9M reactions from patents (1976-2016). Task: Predict the reactants needed to synthesize the given product. (1) Given the product [CH2:1]([O:3][C:4](=[O:22])[CH2:5][C@@H:6]([N:13]1[C:14]2[CH:15]=[C:16]([CH3:21])[N:17]=[CH:18][C:19]=2[NH:20][C:28]1=[O:29])[C:7]1[CH:8]=[CH:9][CH:10]=[CH:11][CH:12]=1)[CH3:2], predict the reactants needed to synthesize it. The reactants are: [CH2:1]([O:3][C:4](=[O:22])[CH2:5][C@@H:6]([NH:13][C:14]1[C:19]([NH2:20])=[CH:18][N:17]=[C:16]([CH3:21])[CH:15]=1)[C:7]1[CH:12]=[CH:11][CH:10]=[CH:9][CH:8]=1)[CH3:2].C1N=CN([C:28](N2C=NC=C2)=[O:29])C=1. (2) Given the product [CH:12]1([C:2]2[CH:3]=[CH:4][C:5]([F:10])=[C:6]([O:8][CH3:9])[CH:7]=2)[CH2:14][CH2:13]1, predict the reactants needed to synthesize it. The reactants are: Br[C:2]1[CH:3]=[CH:4][C:5]([F:10])=[C:6]([O:8][CH3:9])[CH:7]=1.O.[CH:12]1(B(O)O)[CH2:14][CH2:13]1.P([O-])([O-])([O-])=O.[K+].[K+].[K+]. (3) Given the product [NH2:2][C:1]1[C:3]2[C:8](=[CH:7][CH:6]=[CH:5][C:4]=2[C:10]2[CH:11]=[C:12]3[C:16](=[CH:17][CH:18]=2)[N:15]([C:19]([O:21][C:22]([CH3:25])([CH3:24])[CH3:23])=[O:20])[CH2:14][CH2:13]3)[N:27]([CH3:26])[N:28]=1, predict the reactants needed to synthesize it. The reactants are: [C:1]([C:3]1[C:8](F)=[CH:7][CH:6]=[CH:5][C:4]=1[C:10]1[CH:11]=[C:12]2[C:16](=[CH:17][CH:18]=1)[N:15]([C:19]([O:21][C:22]([CH3:25])([CH3:24])[CH3:23])=[O:20])[CH2:14][CH2:13]2)#[N:2].[CH3:26][NH:27][NH2:28]. (4) Given the product [Cl:17][C:2]1[CH:11]=[C:10]([CH3:12])[C:9]2[C:4](=[CH:5][C:6]([O:13][CH3:14])=[CH:7][CH:8]=2)[N:3]=1, predict the reactants needed to synthesize it. The reactants are: O[C:2]1[CH:11]=[C:10]([CH3:12])[C:9]2[C:4](=[CH:5][C:6]([O:13][CH3:14])=[CH:7][CH:8]=2)[N:3]=1.O=P(Cl)(Cl)[Cl:17]. (5) Given the product [CH2:34]([O:27][C:22]1[CH:23]=[CH:24][CH:25]=[CH:26][C:21]=1[C:8]1[N:9]([CH2:13][CH2:14][C:15]2[CH:20]=[CH:19][CH:18]=[CH:17][CH:16]=2)[C:10](=[O:12])[C:11]2[C:2]([Cl:1])=[N:3][CH:4]=[CH:5][C:6]=2[N:7]=1)[C:35]1[CH:40]=[CH:39][CH:38]=[CH:37][CH:36]=1, predict the reactants needed to synthesize it. The reactants are: [Cl:1][C:2]1[C:11]2[C:10](=[O:12])[N:9]([CH2:13][CH2:14][C:15]3[CH:20]=[CH:19][CH:18]=[CH:17][CH:16]=3)[C:8]([C:21]3[CH:26]=[CH:25][CH:24]=[CH:23][C:22]=3[OH:27])=[N:7][C:6]=2[CH:5]=[CH:4][N:3]=1.C(=O)([O-])[O-].[K+].[K+].[CH2:34](Br)[C:35]1[CH:40]=[CH:39][CH:38]=[CH:37][CH:36]=1. (6) Given the product [CH3:1][O:2][C:3]1[CH:8]=[CH:7][CH:6]=[CH:5][C:4]=1[C:9]1[C:17]2[C:12](=[N:13][CH:14]=[C:15]([C:18]3[CH:19]=[C:20]([CH2:24][C:25]([N:27]([CH3:29])[CH3:28])=[O:26])[CH:21]=[CH:22][CH:23]=3)[CH:16]=2)[NH:11][N:10]=1, predict the reactants needed to synthesize it. The reactants are: [CH3:1][O:2][C:3]1[CH:8]=[CH:7][CH:6]=[CH:5][C:4]=1[C:9]1[C:17]2[C:12](=[N:13][CH:14]=[C:15]([C:18]3[CH:19]=[C:20]([CH2:24][C:25]([N:27]([CH3:29])[CH3:28])=[O:26])[CH:21]=[CH:22][CH:23]=3)[CH:16]=2)[N:11](COCC[Si](C)(C)C)[N:10]=1.C(O)(C(F)(F)F)=O. (7) Given the product [Br:1][C:2]1[CH:3]=[C:4]2[C:12](=[CH:13][CH:14]=1)[NH:11][C:10]1[CH:9]([NH:15][C:21](=[O:22])[C:20]3[CH:24]=[CH:25][C:17]([Cl:16])=[CH:18][CH:19]=3)[CH2:8][CH2:7][CH2:6][C:5]2=1, predict the reactants needed to synthesize it. The reactants are: [Br:1][C:2]1[CH:3]=[C:4]2[C:12](=[CH:13][CH:14]=1)[NH:11][C:10]1[CH:9]([NH2:15])[CH2:8][CH2:7][CH2:6][C:5]2=1.[Cl:16][C:17]1[CH:25]=[CH:24][C:20]([C:21](Cl)=[O:22])=[CH:19][CH:18]=1. (8) Given the product [CH3:4][N:5]([CH2:19][C:20]1[CH:21]=[CH:22][N:23]=[CH:24][CH:25]=1)[CH2:6][CH2:7][NH2:2], predict the reactants needed to synthesize it. The reactants are: O.[NH2:2]N.[CH3:4][N:5]([CH2:19][C:20]1[CH:25]=[CH:24][N:23]=[CH:22][CH:21]=1)[CH2:6][CH2:7]C1C=CC=C2C=1C(=O)NC2=O. (9) Given the product [N+:10]([C:13]1[CH:18]=[C:17]([C:2]2[CH:9]=[CH:8][C:5]([CH:6]=[O:7])=[CH:4][CH:3]=2)[CH:16]=[CH:15][CH:14]=1)([O-:12])=[O:11], predict the reactants needed to synthesize it. The reactants are: Br[C:2]1[CH:9]=[CH:8][C:5]([CH:6]=[O:7])=[CH:4][CH:3]=1.[N+:10]([C:13]1[CH:14]=[C:15](B(O)O)[CH:16]=[CH:17][CH:18]=1)([O-:12])=[O:11].CN(C)C=O.C([O-])(=O)C.[K+].